Dataset: Full USPTO retrosynthesis dataset with 1.9M reactions from patents (1976-2016). Task: Predict the reactants needed to synthesize the given product. (1) Given the product [CH2:15]([O:14][C@H:13]1[C@H:12]([O:22][CH2:23][C:24]2[CH:25]=[CH:26][CH:27]=[CH:28][CH:29]=2)[C@@H:11]([O:30][CH2:31][C:32]2[CH:37]=[CH:36][CH:35]=[CH:34][CH:33]=2)[C@@:10]([C:40]2[CH:45]=[CH:44][C:43]([Cl:46])=[C:42]([CH2:47][C:48]3[CH:49]=[CH:50][C:51]([O:54][CH2:55][CH3:56])=[CH:52][CH:53]=3)[CH:41]=2)([O:38][CH3:39])[O:9][C@@H:8]1[CH2:7][OH:6])[C:16]1[CH:21]=[CH:20][CH:19]=[CH:18][CH:17]=1, predict the reactants needed to synthesize it. The reactants are: C([Si](C)(C)[O:6][CH2:7][C@@H:8]1[C@@H:13]([O:14][CH2:15][C:16]2[CH:21]=[CH:20][CH:19]=[CH:18][CH:17]=2)[C@H:12]([O:22][CH2:23][C:24]2[CH:29]=[CH:28][CH:27]=[CH:26][CH:25]=2)[C@@H:11]([O:30][CH2:31][C:32]2[CH:37]=[CH:36][CH:35]=[CH:34][CH:33]=2)[C@@:10]([C:40]2[CH:45]=[CH:44][C:43]([Cl:46])=[C:42]([CH2:47][C:48]3[CH:53]=[CH:52][C:51]([O:54][CH2:55][CH3:56])=[CH:50][CH:49]=3)[CH:41]=2)([O:38][CH3:39])[O:9]1)(C)(C)C.[F-].C([N+](CCCC)(CCCC)CCCC)CCC. (2) Given the product [CH3:14][C:12]1[S:13][C:9]2[CH:8]=[C:7]([CH2:6][CH2:5][CH2:4][C:3]([OH:17])=[O:2])[CH:16]=[CH:15][C:10]=2[N:11]=1, predict the reactants needed to synthesize it. The reactants are: C[O:2][C:3](=[O:17])[CH2:4][CH2:5][CH2:6][C:7]1[CH:16]=[CH:15][C:10]2[N:11]=[C:12]([CH3:14])[S:13][C:9]=2[CH:8]=1.[OH-].[Na+].Cl.